The task is: Predict the reactants needed to synthesize the given product.. This data is from Full USPTO retrosynthesis dataset with 1.9M reactions from patents (1976-2016). (1) The reactants are: CCOC([CH2:6][CH2:7][C:8]([C:10]([O:12][CH2:13][CH3:14])=[O:11])=O)=O.Cl.Cl.[NH2:17][NH2:18].[OH2:19].[C:20]([O-])(O)=O.[Na+].[CH2:25](O)[CH3:26]. Given the product [CH2:25]([O:19][C:20]1[NH:18][N:17]=[C:8]([C:10]([O:12][CH2:13][CH3:14])=[O:11])[C:7]=1[CH3:6])[CH3:26], predict the reactants needed to synthesize it. (2) Given the product [F:15][CH:16]([F:26])[O:17][C:18]1[CH:23]=[CH:22][C:21]([C:13]#[C:12][C:8]2[CH:9]=[CH:10][CH:11]=[C:6]([O:5][CH2:4][CH2:3][CH:2]([F:14])[F:1])[CH:7]=2)=[CH:20][C:19]=1[CH3:25], predict the reactants needed to synthesize it. The reactants are: [F:1][CH:2]([F:14])[CH2:3][CH2:4][O:5][C:6]1[CH:11]=[CH:10][CH:9]=[C:8]([C:12]#[CH:13])[CH:7]=1.[F:15][CH:16]([F:26])[O:17][C:18]1[CH:23]=[CH:22][C:21](I)=[CH:20][C:19]=1[CH3:25]. (3) Given the product [CH3:1][O:2][C:3]([C:5]1[CH:6]=[CH:7][C:8]2[O:12][C:11]([C:13]([CH2:17][CH3:18])([C:27]3[CH:26]=[CH:25][C:24]([OH:29])=[C:23]([CH:20]([CH3:22])[CH3:21])[CH:28]=3)[CH2:14][CH3:15])=[CH:10][C:9]=2[CH:19]=1)=[O:4], predict the reactants needed to synthesize it. The reactants are: [CH3:1][O:2][C:3]([C:5]1[CH:6]=[CH:7][C:8]2[O:12][C:11]([C:13]([CH2:17][CH3:18])(O)[CH2:14][CH3:15])=[CH:10][C:9]=2[CH:19]=1)=[O:4].[CH:20]([C:23]1[CH:28]=[CH:27][CH:26]=[CH:25][C:24]=1[OH:29])([CH3:22])[CH3:21].B(F)(F)F.CCOCC. (4) Given the product [CH2:35]([N:42]([CH2:47][CH3:48])[C:43]([CH2:44][NH:34][C@@H:10]1[CH2:9][NH:8][CH2:12][C@H:11]1[CH2:13][N:14]([CH:31]([CH3:33])[CH3:32])[C:15](=[O:30])[C:16]1[CH:21]=[CH:20][C:19]([O:22][CH3:23])=[C:18]([O:24][CH2:25][CH2:26][CH2:27][O:28][CH3:29])[CH:17]=1)=[O:46])[C:36]1[CH:41]=[CH:40][CH:39]=[CH:38][CH:37]=1, predict the reactants needed to synthesize it. The reactants are: C(OC([N:8]1[CH2:12][C@@H:11]([CH2:13][N:14]([CH:31]([CH3:33])[CH3:32])[C:15](=[O:30])[C:16]2[CH:21]=[CH:20][C:19]([O:22][CH3:23])=[C:18]([O:24][CH2:25][CH2:26][CH2:27][O:28][CH3:29])[CH:17]=2)[C@H:10]([NH2:34])[CH2:9]1)=O)(C)(C)C.[CH2:35]([N:42]([CH2:47][CH3:48])[C:43](=[O:46])[CH2:44]Cl)[C:36]1[CH:41]=[CH:40][CH:39]=[CH:38][CH:37]=1.CC#N.O. (5) Given the product [CH3:27][C@H:24]([NH:25][CH3:26])[C@@H:23]([OH:22])[C:28]1[CH:33]=[CH:32][CH:31]=[CH:30][CH:29]=1, predict the reactants needed to synthesize it. The reactants are: C(OC(NN=CC(C)(C)C)=O)C1C=CC=CC=1.C([Si@]1(Cl)[N:25]([CH3:26])[C@@H:24]([CH3:27])[CH:23]([C:28]2[CH:33]=[CH:32][CH:31]=[CH:30][CH:29]=2)[O:22]1)C=C.O1CC[SiH2]N1.